From a dataset of Reaction yield outcomes from USPTO patents with 853,638 reactions. Predict the reaction yield, written as a fraction of the theoretical maximum amount of product (1.0 means a 100% yield; for example, 0.34 means a 34% yield). (1) The yield is 1.00. The catalyst is C1COCC1. The reactants are C([Li])CCC.[CH:6]1[CH:7]=[CH:8][C:9]2[S:14][CH:13]=[CH:12][C:10]=2[CH:11]=1.[CH3:15][C:16]1[CH:17]=[C:18]([CH:22]=[O:23])[O:19][C:20]=1[CH3:21]. The product is [S:14]1[C:13]([CH:22]([C:18]2[O:19][C:20]([CH3:21])=[C:16]([CH3:15])[CH:17]=2)[OH:23])=[CH:12][C:10]2[CH:11]=[CH:6][CH:7]=[CH:8][C:9]1=2. (2) The reactants are [NH2:1][C:2]1[CH:3]=[CH:4][C:5]([O:11][CH:12]([C:19]2[CH:24]=[CH:23][CH:22]=[CH:21][CH:20]=2)[C:13]2[CH:18]=[CH:17][CH:16]=[CH:15][CH:14]=2)=[C:6]([C:8](=[O:10])[CH3:9])[CH:7]=1.[CH3:25][O:26][C:27]1[CH:28]=[C:29]([N:35]=[C:36]=[O:37])[CH:30]=[CH:31][C:32]=1[O:33][CH3:34]. The catalyst is C1COCC1. The product is [C:8]([C:6]1[CH:7]=[C:2]([NH:1][C:36]([NH:35][C:29]2[CH:30]=[CH:31][C:32]([O:33][CH3:34])=[C:27]([O:26][CH3:25])[CH:28]=2)=[O:37])[CH:3]=[CH:4][C:5]=1[O:11][CH:12]([C:13]1[CH:18]=[CH:17][CH:16]=[CH:15][CH:14]=1)[C:19]1[CH:20]=[CH:21][CH:22]=[CH:23][CH:24]=1)(=[O:10])[CH3:9]. The yield is 0.853. (3) The yield is 0.780. The catalyst is C1COCC1. The product is [C:1]([C:5]1[CH:6]=[C:7]([NH:28][C:29]([NH:31][C@@H:32]2[C:41]3[C:36](=[CH:37][CH:38]=[CH:39][CH:40]=3)[C@H:35]([O:42][C:43]3[CH:44]=[CH:45][C:46]4[N:47]([C:49]([N:52]5[CH2:57][CH2:56][CH2:55][CH2:54][CH2:53]5)=[N:50][N:51]=4)[CH:48]=3)[CH2:34][CH2:33]2)=[O:30])[N:8]([C:10]2[CH:15]=[CH:14][C:13]([Cl:16])=[C:12]([OH:17])[CH:11]=2)[N:9]=1)([CH3:4])([CH3:2])[CH3:3]. The reactants are [C:1]([C:5]1[CH:6]=[C:7]([NH:28][C:29]([NH:31][C@@H:32]2[C:41]3[C:36](=[CH:37][CH:38]=[CH:39][CH:40]=3)[C@H:35]([O:42][C:43]3[CH:44]=[CH:45][C:46]4[N:47]([C:49]([N:52]5[CH2:57][CH2:56][CH2:55][CH2:54][CH2:53]5)=[N:50][N:51]=4)[CH:48]=3)[CH2:34][CH2:33]2)=[O:30])[N:8]([C:10]2[CH:15]=[CH:14][C:13]([Cl:16])=[C:12]([O:17][Si](C(C)C)(C(C)C)C(C)C)[CH:11]=2)[N:9]=1)([CH3:4])([CH3:3])[CH3:2].CCCC[N+](CCCC)(CCCC)CCCC.[F-].